From a dataset of Catalyst prediction with 721,799 reactions and 888 catalyst types from USPTO. Predict which catalyst facilitates the given reaction. Reactant: [I:1][C:2]1[C:3]([S:12][C:13]2[N:14](CC3C=CC(OC)=CC=3)[C:15]3[CH:20]=[CH:19][N:18]=[C:17]([NH2:21])[C:16]=3[N:22]=2)=[CH:4][C:5]2[O:10][CH2:9][CH2:8][O:7][C:6]=2[CH:11]=1.FC1C=CC(I)=C(SC2NC3C=CN=C(N)C=3N=2)C=1. Product: [I:1][C:2]1[C:3]([S:12][C:13]2[NH:14][C:15]3[CH:20]=[CH:19][N:18]=[C:17]([NH2:21])[C:16]=3[N:22]=2)=[CH:4][C:5]2[O:10][CH2:9][CH2:8][O:7][C:6]=2[CH:11]=1. The catalyst class is: 67.